Dataset: Catalyst prediction with 721,799 reactions and 888 catalyst types from USPTO. Task: Predict which catalyst facilitates the given reaction. Reactant: [Cl:1][C:2]([Cl:7])([Cl:6])[C:3](Cl)=[O:4].[N:8]1[CH:9]=[CH:10][N:11]2[CH:16]=[CH:15][CH:14]=[CH:13][C:12]=12. Product: [Cl:1][C:2]([Cl:7])([Cl:6])[C:3]([C:10]1[N:11]2[CH:16]=[CH:15][CH:14]=[CH:13][C:12]2=[N:8][CH:9]=1)=[O:4]. The catalyst class is: 630.